This data is from Forward reaction prediction with 1.9M reactions from USPTO patents (1976-2016). The task is: Predict the product of the given reaction. (1) Given the reactants [NH2:1][C:2]([CH3:25])([CH3:24])[C@H:3]([NH:8][C:9](=[O:23])[C:10]1[CH:15]=[CH:14][C:13]([C:16]#[C:17][C:18]#[C:19][CH2:20][CH2:21][OH:22])=[CH:12][CH:11]=1)[C:4]([NH:6][OH:7])=[O:5].[Si]([O:33][CH2:34][CH:35]=O)(C(C)(C)C)(C)C, predict the reaction product. The product is: [OH:7][NH:6][C:4](=[O:5])[C@@H:3]([NH:8][C:9](=[O:23])[C:10]1[CH:15]=[CH:14][C:13]([C:16]#[C:17][C:18]#[C:19][CH2:20][CH2:21][OH:22])=[CH:12][CH:11]=1)[C:2]([NH:1][CH2:35][CH2:34][OH:33])([CH3:25])[CH3:24]. (2) Given the reactants [C:1]([C:10]1[CH:15]=[CH:14][CH:13]=[CH:12][CH:11]=1)(=O)[CH2:2][CH2:3][CH2:4][CH2:5][CH2:6][CH2:7][CH3:8].C([SiH](CC)CC)C.[Cl-].[Al+3].[Cl-].[Cl-].Cl[CH2:28][CH2:29][C:30](Cl)=[O:31].[N:33]([O-:35])=[O:34].[Na+], predict the reaction product. The product is: [N+:33]([CH2:28][CH2:29][C:30]([C:13]1[CH:14]=[CH:15][C:10]([CH2:1][CH2:2][CH2:3][CH2:4][CH2:5][CH2:6][CH2:7][CH3:8])=[CH:11][CH:12]=1)=[O:31])([O-:35])=[O:34]. (3) The product is: [Si:1]([O:8][CH:9]([CH:18]1[CH2:27][CH2:26][C:25]2[C:20](=[CH:21][CH:22]=[C:23]([O:28][C:29]3[CH:30]=[CH:31][CH:32]=[CH:33][CH:34]=3)[CH:24]=2)[CH2:19]1)[C:10]1[O:11][C:12]([C:15]#[N:17])=[CH:13][N:14]=1)([C:4]([CH3:7])([CH3:5])[CH3:6])([CH3:3])[CH3:2]. Given the reactants [Si:1]([O:8][CH:9]([CH:18]1[CH2:27][CH2:26][C:25]2[C:20](=[CH:21][CH:22]=[C:23]([O:28][C:29]3[CH:34]=[CH:33][CH:32]=[CH:31][CH:30]=3)[CH:24]=2)[CH2:19]1)[C:10]1[O:11][C:12]([C:15]([NH2:17])=O)=[CH:13][N:14]=1)([C:4]([CH3:7])([CH3:6])[CH3:5])([CH3:3])[CH3:2].N1C=CC=CC=1.FC(F)(F)C(OC(=O)C(F)(F)F)=O, predict the reaction product.